Dataset: Full USPTO retrosynthesis dataset with 1.9M reactions from patents (1976-2016). Task: Predict the reactants needed to synthesize the given product. (1) Given the product [CH:18]1([N:8]2[CH2:7][CH2:6][C:5]3([CH2:1][N:2]([C:11]([O:13][C:14]([CH3:17])([CH3:16])[CH3:15])=[O:12])[CH2:3][CH2:4]3)[CH2:10][CH2:9]2)[CH2:21][CH2:20][CH2:19]1, predict the reactants needed to synthesize it. The reactants are: [CH2:1]1[C:5]2([CH2:10][CH2:9][NH:8][CH2:7][CH2:6]2)[CH2:4][CH2:3][N:2]1[C:11]([O:13][C:14]([CH3:17])([CH3:16])[CH3:15])=[O:12].[C:18]1(=O)[CH2:21][CH2:20][CH2:19]1.C(O[BH-](OC(=O)C)OC(=O)C)(=O)C.[Na+].[OH-].[Na+]. (2) The reactants are: [NH2:1][C:2]1[C:12](Br)=[C:11]([CH:14]=[O:15])[C:10]([C:16]([F:19])([F:18])[F:17])=[CH:9][C:3]=1[C:4]([O:6][CH2:7][CH3:8])=[O:5].[CH2:20](OC(=O)C1C=C(C(F)(F)F)C(C=C)=CC=1N)C.[B-](F)(F)(F)C.[K+]. Given the product [NH2:1][C:2]1[C:12]([CH3:20])=[C:11]([CH:14]=[O:15])[C:10]([C:16]([F:19])([F:18])[F:17])=[CH:9][C:3]=1[C:4]([O:6][CH2:7][CH3:8])=[O:5], predict the reactants needed to synthesize it. (3) The reactants are: [ClH:1].[C:2]([CH2:4][C:5]([O:7][CH2:8][CH3:9])=[O:6])#[N:3].[CH2:10]([OH:12])[CH3:11]. Given the product [ClH:1].[CH2:10]([O:12][C:2](=[NH:3])[CH2:4][C:5]([O:7][CH2:8][CH3:9])=[O:6])[CH3:11], predict the reactants needed to synthesize it. (4) Given the product [C:1]([C:5]1[CH:10]=[CH:9][C:8]([B:19]([OH:20])[OH:18])=[CH:7][CH:6]=1)([CH3:4])([CH3:3])[CH3:2], predict the reactants needed to synthesize it. The reactants are: [C:1]([C:5]1[CH:10]=[CH:9][C:8](Br)=[CH:7][CH:6]=1)([CH3:4])([CH3:3])[CH3:2].C([Li])CCC.C[O:18][B:19](OC)[O:20]C. (5) Given the product [C:2]([O:6][C:7]([N:9]1[CH2:10][CH2:11][C:12]2([O:15][CH2:16][CH2:17][N:18]([C:28]([C:26]3[N:27]=[C:23]([CH:20]([CH3:22])[CH3:21])[S:24][CH:25]=3)=[O:29])[CH2:19]2)[CH2:13][CH2:14]1)=[O:8])([CH3:5])([CH3:3])[CH3:4], predict the reactants needed to synthesize it. The reactants are: Cl.[C:2]([O:6][C:7]([N:9]1[CH2:14][CH2:13][C:12]2([CH2:19][NH:18][CH2:17][CH2:16][O:15]2)[CH2:11][CH2:10]1)=[O:8])([CH3:5])([CH3:4])[CH3:3].[CH:20]([C:23]1[S:24][CH:25]=[C:26]([C:28](O)=[O:29])[N:27]=1)([CH3:22])[CH3:21].CC1CCCO1.C(N(CC)CC)C.O1CCCC1. (6) The reactants are: [NH2:1][C@H:2]1[C:10]2[C:5](=[CH:6][CH:7]=[CH:8][CH:9]=2)[CH2:4][CH2:3]1.[C:11](Cl)(=[O:17])[CH2:12][CH2:13][C:14](Cl)=[O:15]. Given the product [C@H:2]1([NH:1][C:11](=[O:17])[CH2:12][CH2:13][C:14]([NH:1][C@H:2]2[C:10]3[C:5](=[CH:6][CH:7]=[CH:8][CH:9]=3)[CH2:4][CH2:3]2)=[O:15])[C:10]2[C:5](=[CH:6][CH:7]=[CH:8][CH:9]=2)[CH2:4][CH2:3]1, predict the reactants needed to synthesize it.